From a dataset of Forward reaction prediction with 1.9M reactions from USPTO patents (1976-2016). Predict the product of the given reaction. (1) Given the reactants [NH:1]1[C:9]2[C:4](=[CH:5][C:6]([C:10]([OH:12])=O)=[CH:7][CH:8]=2)[CH:3]=[N:2]1.[CH2:13]([N:20]1[CH2:25][CH2:24][NH:23][CH2:22][CH2:21]1)[C:14]1[CH:19]=[CH:18][CH:17]=[CH:16][CH:15]=1.Cl.C(N=C=NCCCN(C)C)C.OC1C2N=NNC=2C=CC=1.C(N(CC)CC)C.S([O-])(O)(=O)=O.[K+], predict the reaction product. The product is: [CH2:13]([N:20]1[CH2:25][CH2:24][N:23]([C:10]([C:6]2[CH:5]=[C:4]3[C:9](=[CH:8][CH:7]=2)[NH:1][N:2]=[CH:3]3)=[O:12])[CH2:22][CH2:21]1)[C:14]1[CH:15]=[CH:16][CH:17]=[CH:18][CH:19]=1. (2) Given the reactants C(OC(=O)[NH:7][C:8]1[C:13]2=[CH:14][N:15]([C:17]3[C:22]([F:23])=[CH:21][CH:20]=[CH:19][C:18]=3[Cl:24])[N:16]=[C:12]2[CH:11]=[CH:10][N:9]=1)(C)(C)C.C(O)(C(F)(F)F)=O.C(OCC)C, predict the reaction product. The product is: [Cl:24][C:18]1[CH:19]=[CH:20][CH:21]=[C:22]([F:23])[C:17]=1[N:15]1[CH:14]=[C:13]2[C:8]([NH2:7])=[N:9][CH:10]=[CH:11][C:12]2=[N:16]1. (3) Given the reactants [O:1]=[C:2]1[C:6]2([CH2:11][CH2:10][N:9]([CH2:12][CH2:13][CH2:14][N:15]3[C:19]4[CH:20]=[CH:21][CH:22]=[CH:23][C:18]=4[NH:17][C:16]3=[O:24])[CH2:8][CH2:7]2)[N:5]([C:25]2[CH:30]=[CH:29][CH:28]=[CH:27][CH:26]=2)[CH2:4][N:3]1[CH2:31][CH2:32][CH2:33][CH2:34][CH2:35][C:36]([O:38]CC1C=CC=CC=1)=[O:37], predict the reaction product. The product is: [O:1]=[C:2]1[C:6]2([CH2:7][CH2:8][N:9]([CH2:12][CH2:13][CH2:14][N:15]3[C:19]4[CH:20]=[CH:21][CH:22]=[CH:23][C:18]=4[NH:17][C:16]3=[O:24])[CH2:10][CH2:11]2)[N:5]([C:25]2[CH:30]=[CH:29][CH:28]=[CH:27][CH:26]=2)[CH2:4][N:3]1[CH2:31][CH2:32][CH2:33][CH2:34][CH2:35][C:36]([OH:38])=[O:37]. (4) Given the reactants [Br:1][C:2]1[C:7](=[O:8])[N:6]([CH3:9])[NH:5][C:4](=[O:10])[CH:3]=1.C1C=CC(P(C2C=CC=CC=2)C2C=CC=CC=2)=CC=1.[CH3:30][C:31]1[CH:32]=[CH:33][C:34]([C@H:37]2[CH2:39][C@@H:38]2[CH2:40]O)=[N:35][CH:36]=1.CC(OC(/N=N/C(OC(C)C)=O)=O)C, predict the reaction product. The product is: [Br:1][C:2]1[C:7](=[O:8])[N:6]([CH3:9])[N:5]=[C:4]([O:10][CH2:40][C@H:38]2[CH2:39][C@@H:37]2[C:34]2[CH:33]=[CH:32][C:31]([CH3:30])=[CH:36][N:35]=2)[CH:3]=1. (5) Given the reactants Br[C:2]1[CH:3]=[C:4]([C:20]2[CH:25]=[CH:24][C:23]([C:26]([O:28][CH2:29][CH3:30])=[O:27])=[CH:22][CH:21]=2)[CH:5]=[CH:6][C:7]=1[O:8][CH2:9][CH2:10][CH2:11][O:12][Si:13]([C:16]([CH3:19])([CH3:18])[CH3:17])([CH3:15])[CH3:14].[CH2:31]([N:33]([CH2:43][CH3:44])[C:34]1[CH:39]=[CH:38][C:37](B(O)O)=[CH:36][CH:35]=1)[CH3:32], predict the reaction product. The product is: [Si:13]([O:12][CH2:11][CH2:10][CH2:9][O:8][C:7]1[CH:6]=[CH:5][C:4]([C:20]2[CH:25]=[CH:24][C:23]([C:26]([O:28][CH2:29][CH3:30])=[O:27])=[CH:22][CH:21]=2)=[CH:3][C:2]=1[C:37]1[CH:38]=[CH:39][C:34]([N:33]([CH2:43][CH3:44])[CH2:31][CH3:32])=[CH:35][CH:36]=1)([C:16]([CH3:19])([CH3:18])[CH3:17])([CH3:15])[CH3:14]. (6) Given the reactants [Cl:1][CH2:2][C:3](Cl)=O.[O:6]1[CH2:11][CH2:10][CH:9]([CH2:12][NH:13][C:14]2[C:23]3[C:18](=[CH:19][CH:20]=[CH:21][CH:22]=3)[N:17]=[CH:16][C:15]=2[NH2:24])[CH2:8][CH2:7]1, predict the reaction product. The product is: [Cl:1][CH2:2][C:3]1[N:13]([CH2:12][CH:9]2[CH2:8][CH2:7][O:6][CH2:11][CH2:10]2)[C:14]2[C:23]3[CH:22]=[CH:21][CH:20]=[CH:19][C:18]=3[N:17]=[CH:16][C:15]=2[N:24]=1. (7) Given the reactants ClC1C=C(Cl)C=CC=1CNC1C(C2C=CC(F)=CC=2F)=CN=C([N:20]2[CH2:25][CH2:24][CH:23]([N:26]3[CH2:31][CH2:30][CH2:29][CH:28]([CH3:32])[CH2:27]3)[CH2:22][CH2:21]2)N=1.ClC1N=C(NCC2C=CC(Cl)=CC=2Cl)C(C2C=CC(F)=CC=2F)=CN=1, predict the reaction product. The product is: [CH3:32][CH:28]1[CH2:29][CH2:30][CH2:31][N:26]([CH:23]2[CH2:24][CH2:25][NH:20][CH2:21][CH2:22]2)[CH2:27]1. (8) The product is: [CH3:22][O:13][C:12]([C:7]1[C:6]([CH3:15])=[C:5]([OH:16])[C:4]2[C:9](=[CH:10][CH:11]=[C:2]([F:1])[CH:3]=2)[CH:8]=1)=[O:14]. Given the reactants [F:1][C:2]1[CH:3]=[C:4]2[C:9](=[CH:10][CH:11]=1)[CH:8]=[C:7]([C:12]([OH:14])=[O:13])[C:6]([CH3:15])=[C:5]2[OH:16].S(=O)(=O)(O)O.[C:22](OCC)(=O)C.CCCCCC, predict the reaction product.